From a dataset of Full USPTO retrosynthesis dataset with 1.9M reactions from patents (1976-2016). Predict the reactants needed to synthesize the given product. (1) Given the product [N:47]1([CH2:2][C:3]2[S:4][CH:5]=[C:6]([C:8]([NH:10][C:11]3[CH:19]=[C:18]([C:20]4[CH:25]=[CH:24][N:23]=[C:22]5[NH:26][CH:27]=[CH:28][C:21]=45)[CH:17]=[C:16]4[C:12]=3[CH:13]=[N:14][NH:15]4)=[O:9])[N:7]=2)[CH2:52][CH2:51][CH2:50][CH2:49][CH2:48]1, predict the reactants needed to synthesize it. The reactants are: Cl[CH2:2][C:3]1[S:4][CH:5]=[C:6]([C:8]([NH:10][C:11]2[CH:19]=[C:18]([C:20]3[CH:25]=[CH:24][N:23]=[C:22]4[N:26](S(C5C=CC=CC=5)(=O)=O)[CH:27]=[CH:28][C:21]=34)[CH:17]=[C:16]3[C:12]=2[CH:13]=[N:14][N:15]3S(C2C=CC=CC=2)(=O)=O)=[O:9])[N:7]=1.[NH:47]1[CH2:52][CH2:51][CH2:50][CH2:49][CH2:48]1.[OH-].[Na+].Cl. (2) Given the product [Cl:1][C:2]1[C:7]([C:8]([C:10]2[CH:15]=[CH:14][CH:13]=[C:12]([O:16][CH3:17])[CH:11]=2)=[O:9])=[CH:6][N:5]=[C:4]([S:18][CH3:19])[N:3]=1, predict the reactants needed to synthesize it. The reactants are: [Cl:1][C:2]1[C:7]([CH:8]([C:10]2[CH:15]=[CH:14][CH:13]=[C:12]([O:16][CH3:17])[CH:11]=2)[OH:9])=[CH:6][N:5]=[C:4]([S:18][CH3:19])[N:3]=1. (3) Given the product [OH:3][C@H:4]1[C@@H:5]([OH:6])[C:7](=[O:51])[O:8][C@@H:9]1[CH2:10][O:11][C:12]1[CH:17]=[CH:16][C:15]([C:18]2[CH:19]=[CH:20][C:21]3[C:27](=[O:28])[NH:26][C:25]4[CH:29]=[C:30]([CH2:33][CH2:34][O:35][C:36]5[CH:41]=[CH:40][C:39]([N:42]6[CH2:43][CH2:44][O:45][CH2:46][CH2:47]6)=[CH:38][CH:37]=5)[CH:31]=[CH:32][C:24]=4[NH:23][C:22]=3[CH:48]=2)=[CH:14][C:13]=1[O:49][CH3:50], predict the reactants needed to synthesize it. The reactants are: CC1(C)[O:6][C@H:5]2[C:7](=[O:51])[O:8][C@H:9]([CH2:10][O:11][C:12]3[CH:17]=[CH:16][C:15]([C:18]4[CH:19]=[CH:20][C:21]5[C:27](=[O:28])[NH:26][C:25]6[CH:29]=[C:30]([CH2:33][CH2:34][O:35][C:36]7[CH:41]=[CH:40][C:39]([N:42]8[CH2:47][CH2:46][O:45][CH2:44][CH2:43]8)=[CH:38][CH:37]=7)[CH:31]=[CH:32][C:24]=6[NH:23][C:22]=5[CH:48]=4)=[CH:14][C:13]=3[O:49][CH3:50])[C@H:4]2[O:3]1.FC(F)(F)C(O)=O. (4) Given the product [CH2:1]([O:3][C:4](=[O:38])[CH2:5][CH2:6][CH2:7][C:8]([C@@H:10]1[C@:18]2([CH3:19])[C@H:13]([C@@H:14]([O:20][Si:21]([C:24]([CH3:27])([CH3:26])[CH3:25])([CH3:22])[CH3:23])[CH2:15][CH2:16][CH2:17]2)[CH2:12][CH2:11]1)([CH3:9])[CH2:28][CH2:29][O:30][Si:31]([C:34]([CH3:37])([CH3:36])[CH3:35])([CH3:33])[CH3:32])[CH3:2], predict the reactants needed to synthesize it. The reactants are: [CH2:1]([O:3][C:4](=[O:38])[CH:5]=[CH:6][CH:7]1[CH2:9][C:8]1([CH2:28][CH2:29][O:30][Si:31]([C:34]([CH3:37])([CH3:36])[CH3:35])([CH3:33])[CH3:32])[C@@H:10]1[C@:18]2([CH3:19])[C@H:13]([C@@H:14]([O:20][Si:21]([C:24]([CH3:27])([CH3:26])[CH3:25])([CH3:23])[CH3:22])[CH2:15][CH2:16][CH2:17]2)[CH2:12][CH2:11]1)[CH3:2].[H][H].CCCCCC.C(OCC)(=O)C. (5) The reactants are: [F:1][C:2]([F:30])([F:29])[C:3]1[CH:28]=[CH:27][C:6]([CH2:7][O:8][N:9]=[C:10]([C:12]2[CH:26]=[CH:25][C:15]([O:16][CH2:17][C:18]3[O:22][C:21]([CH:23]=[O:24])=[CH:20][CH:19]=3)=[CH:14][CH:13]=2)[CH3:11])=[CH:5][CH:4]=1.C(=O)(O)[O-:32].[Na+].[O-][Mn](=O)(=O)=O.[K+]. Given the product [F:30][C:2]([F:1])([F:29])[C:3]1[CH:4]=[CH:5][C:6]([CH2:7][O:8][N:9]=[C:10]([C:12]2[CH:26]=[CH:25][C:15]([O:16][CH2:17][C:18]3[O:22][C:21]([C:23]([OH:32])=[O:24])=[CH:20][CH:19]=3)=[CH:14][CH:13]=2)[CH3:11])=[CH:27][CH:28]=1, predict the reactants needed to synthesize it. (6) Given the product [C:1]([O:5][C:6]([N:8]1[CH2:13][CH2:12][CH:11]([N:14]([C:15]2[CH:20]=[CH:19][C:18]([CH3:21])=[CH:17][CH:16]=2)[CH2:23][C:24]2[CH:29]=[CH:28][N:27]=[C:26]([C:30]3[CH:35]=[C:34]([O:36][CH3:37])[C:33]([O:38][CH3:39])=[C:32]([O:40][CH3:41])[CH:31]=3)[CH:25]=2)[CH2:10][CH2:9]1)=[O:7])([CH3:4])([CH3:3])[CH3:2], predict the reactants needed to synthesize it. The reactants are: [C:1]([O:5][C:6]([N:8]1[CH2:13][CH2:12][CH:11]([NH:14][C:15]2[CH:20]=[CH:19][C:18]([CH3:21])=[CH:17][CH:16]=2)[CH2:10][CH2:9]1)=[O:7])([CH3:4])([CH3:3])[CH3:2].Cl[CH2:23][C:24]1[CH:29]=[CH:28][N:27]=[C:26]([C:30]2[CH:35]=[C:34]([O:36][CH3:37])[C:33]([O:38][CH3:39])=[C:32]([O:40][CH3:41])[CH:31]=2)[CH:25]=1. (7) Given the product [CH2:1]([C:3]1[CH:4]=[C:5]([CH:21]2[CH2:22][CH2:23][N:24]([C:27]([O:29][C:30]([CH3:31])([CH3:33])[CH3:32])=[O:28])[CH2:25][CH2:26]2)[CH:6]=[CH:7][C:8]=1[N:9]([CH3:20])[C:10]1[N:15]=[CH:14][C:13]2[N:16]=[CH:17][N:18]([CH3:19])[C:12]=2[CH:11]=1)[CH3:2], predict the reactants needed to synthesize it. The reactants are: [CH2:1]([C:3]1[CH:4]=[C:5]([C:21]2[CH2:26][CH2:25][N:24]([C:27]([O:29][C:30]([CH3:33])([CH3:32])[CH3:31])=[O:28])[CH2:23][CH:22]=2)[CH:6]=[CH:7][C:8]=1[N:9]([CH3:20])[C:10]1[N:15]=[CH:14][C:13]2[N:16]=[CH:17][N:18]([CH3:19])[C:12]=2[CH:11]=1)[CH3:2].